Dataset: Forward reaction prediction with 1.9M reactions from USPTO patents (1976-2016). Task: Predict the product of the given reaction. (1) Given the reactants [NH2:1][C:2]1[N:3]=[C:4]([N:10]2[CH2:15][CH2:14][CH:13]([O:16][C:17]3[CH:22]=[CH:21][CH:20]=[CH:19][C:18]=3[C:23]([F:26])([F:25])[F:24])[CH2:12][CH2:11]2)[S:5][C:6]=1[C:7]([NH2:9])=[O:8].[C:27]([CH2:31][CH2:32][C:33](Cl)=O)([O:29][CH3:30])=[O:28], predict the reaction product. The product is: [O:8]=[C:7]1[NH:9][C:33]([CH2:32][CH2:31][C:27]([O:29][CH3:30])=[O:28])=[N:1][C:2]2[N:3]=[C:4]([N:10]3[CH2:11][CH2:12][CH:13]([O:16][C:17]4[CH:22]=[CH:21][CH:20]=[CH:19][C:18]=4[C:23]([F:26])([F:25])[F:24])[CH2:14][CH2:15]3)[S:5][C:6]1=2. (2) Given the reactants [H-].[Na+].[CH2:3]([O:10][C:11]1[CH:12]=[C:13]2[C:17](=[CH:18][CH:19]=1)[NH:16][C:15]([C:20]1[CH:25]=[CH:24][C:23]([O:26][CH2:27][C:28]3[CH:33]=[CH:32][CH:31]=[CH:30][CH:29]=3)=[CH:22][CH:21]=1)=[C:14]2[CH3:34])[C:4]1[CH:9]=[CH:8][CH:7]=[CH:6][CH:5]=1.[N:35]1([CH2:42][CH2:43][O:44][C:45]2[CH:52]=[CH:51][C:48]([CH2:49]Cl)=[CH:47][CH:46]=2)[CH2:41][CH2:40][CH2:39][CH2:38][CH2:37][CH2:36]1.O, predict the reaction product. The product is: [N:35]1([CH2:42][CH2:43][O:44][C:45]2[CH:52]=[CH:51][C:48]([CH2:49][N:16]3[C:17]4[C:13](=[CH:12][C:11]([O:10][CH2:3][C:4]5[CH:5]=[CH:6][CH:7]=[CH:8][CH:9]=5)=[CH:19][CH:18]=4)[C:14]([CH3:34])=[C:15]3[C:20]3[CH:25]=[CH:24][C:23]([O:26][CH2:27][C:28]4[CH:33]=[CH:32][CH:31]=[CH:30][CH:29]=4)=[CH:22][CH:21]=3)=[CH:47][CH:46]=2)[CH2:41][CH2:40][CH2:39][CH2:38][CH2:37][CH2:36]1. (3) The product is: [CH3:37][O:36][C:25]1[C:26]2[C:31](=[CH:30][CH:29]=[CH:28][CH:27]=2)[C:32]([CH2:34][C:46]2[CH:47]=[C:48]3[C:56](=[CH:55][CH:54]=[CH:53][CH:50]=[CH:49]3)[C:51]=2[C:52]([O:66][CH3:65])=[O:71])=[CH:33][C:24]=1[C@H:6]1[C@H:5]([O:4][C:1](=[O:3])[CH3:2])[C@@H:10]([O:11][C:12](=[O:14])[CH3:13])[C@H:9]([O:15][C:16](=[O:18])[CH3:17])[C@@H:8]([CH2:19][O:20][C:21](=[O:23])[CH3:22])[O:7]1. Given the reactants [C:1]([O:4][C@@H:5]1[C@@H:10]([O:11][C:12](=[O:14])[CH3:13])[C@H:9]([O:15][C:16](=[O:18])[CH3:17])[C@@H:8]([CH2:19][O:20][C:21](=[O:23])[CH3:22])[O:7][C@H:6]1[C:24]1[CH:33]=[C:32]([CH2:34]Br)[C:31]2[C:26](=[CH:27][CH:28]=[CH:29][CH:30]=2)[C:25]=1[O:36][CH3:37])(=[O:3])[CH3:2].C1(P(C2CCCCC2)C2[CH:50]=[CH:49][CH:48]=[CH:47][C:46]=2[C:51]2[CH:56]=[CH:55][CH:54]=[CH:53][CH:52]=2)CCCCC1.[F-].[K+].[C:65](=O)([O-])[O-:66].[Cs+].[Cs+].[O:71]1CCOCC1, predict the reaction product. (4) The product is: [CH3:12][C:13]([S:9][C:5]1[CH:6]=[CH:7][CH:8]=[C:3]([C:2]([F:1])([F:10])[F:11])[CH:4]=1)([CH3:18])[CH2:14][C:15]([OH:17])=[O:16]. Given the reactants [F:1][C:2]([F:11])([F:10])[C:3]1[CH:4]=[C:5]([SH:9])[CH:6]=[CH:7][CH:8]=1.[CH3:12][C:13]([CH3:18])=[CH:14][C:15]([OH:17])=[O:16].II, predict the reaction product. (5) Given the reactants [Cl:1][C:2]1[CH:7]=[CH:6][C:5]([C@H:8]2[N:10]([S:11]([O:14][CH2:15][C:16]([Cl:19])([Cl:18])[Cl:17])(=[O:13])=[O:12])[C@@:9]2([C:21]2[CH:22]=[N:23][C:24]([Cl:27])=[CH:25][CH:26]=2)[CH3:20])=[CH:4][CH:3]=1.[NH3:28], predict the reaction product. The product is: [NH2:28][C@@H:8]([C:5]1[CH:4]=[CH:3][C:2]([Cl:1])=[CH:7][CH:6]=1)[C@:9]([NH:10][S:11](=[O:12])(=[O:13])[O:14][CH2:15][C:16]([Cl:19])([Cl:18])[Cl:17])([C:21]1[CH:22]=[N:23][C:24]([Cl:27])=[CH:25][CH:26]=1)[CH3:20].